Dataset: Full USPTO retrosynthesis dataset with 1.9M reactions from patents (1976-2016). Task: Predict the reactants needed to synthesize the given product. (1) Given the product [F:1][C@H:2]1[CH2:4][C@H:3]1[C:5]([NH:7][C:8]1[N:9]=[CH:10][C:11]2[C:16]([CH:17]=1)=[CH:15][CH:14]=[C:13]([C:28]1[C:29]([CH2:36][OH:37])=[N:30][CH:31]=[C:32]([F:35])[C:33]=1[CH3:34])[CH:12]=2)=[O:6], predict the reactants needed to synthesize it. The reactants are: [F:1][C@H:2]1[CH2:4][C@H:3]1[C:5]([NH:7][C:8]1[N:9]=[CH:10][C:11]2[C:16]([CH:17]=1)=[CH:15][CH:14]=[C:13](B1OC(C)(C)C(C)(C)O1)[CH:12]=2)=[O:6].Br[C:28]1[C:29]([CH2:36][OH:37])=[N:30][CH:31]=[C:32]([F:35])[C:33]=1[CH3:34].C(=O)([O-])[O-].[Na+].[Na+]. (2) Given the product [CH2:1]([C:9]1[CH:10]=[CH:11][C:12]2[N:13]([C:21]([CH2:20][C:19]([OH:27])=[O:18])=[CH:22][N:15]=2)[N:14]=1)[CH2:2][C:3]1[CH:8]=[CH:7][CH:6]=[CH:5][CH:4]=1, predict the reactants needed to synthesize it. The reactants are: [CH2:1]([C:9]1[N:14]=[N:13][C:12]([NH2:15])=[CH:11][CH:10]=1)[CH2:2][C:3]1[CH:8]=[CH:7][CH:6]=[CH:5][CH:4]=1.C([O:18][C:19](=[O:27])/[CH:20]=[CH:21]/[CH:22](OC)OC)C.Cl.C(=O)(O)[O-].[Na+]. (3) Given the product [NH2:1][CH2:2][C:3]([NH:5][C@@H:6]([C:14]([NH:16][CH2:17][C:18]([NH:20][C@H:21]([C:26]([NH:28][C@H:29]([C:37]([NH:39][C@H:40]([C:44]([OH:46])=[O:45])[CH:41]([CH3:43])[CH3:42])=[O:38])[CH2:30][C:31]1[CH:36]=[CH:35][CH:34]=[CH:33][CH:32]=1)=[O:27])[CH2:22][C:23](=[O:24])[OH:25])=[O:19])=[O:15])[CH2:7][CH2:8][CH2:9][NH:10][C:11](=[NH:12])[NH2:13])=[O:4], predict the reactants needed to synthesize it. The reactants are: [NH:1](C(OC(C)(C)C)=O)[CH2:2][C:3]([NH:5][C@@H:6]([C:14]([NH:16][CH2:17][C:18]([NH:20][C@H:21]([C:26]([NH:28][C@H:29]([C:37]([NH:39][C@H:40]([C:44]([O:46]C)=[O:45])[CH:41]([CH3:43])[CH3:42])=[O:38])[CH2:30][C:31]1[CH:36]=[CH:35][CH:34]=[CH:33][CH:32]=1)=[O:27])[CH2:22][C:23](=[O:25])[OH:24])=[O:19])=[O:15])[CH2:7][CH2:8][CH2:9][NH:10][C:11](=[NH:13])[NH2:12])=[O:4].[OH-].[Na+].